From a dataset of NCI-60 drug combinations with 297,098 pairs across 59 cell lines. Regression. Given two drug SMILES strings and cell line genomic features, predict the synergy score measuring deviation from expected non-interaction effect. (1) Drug 1: CN(CC1=CN=C2C(=N1)C(=NC(=N2)N)N)C3=CC=C(C=C3)C(=O)NC(CCC(=O)O)C(=O)O. Drug 2: CCC(=C(C1=CC=CC=C1)C2=CC=C(C=C2)OCCN(C)C)C3=CC=CC=C3.C(C(=O)O)C(CC(=O)O)(C(=O)O)O. Cell line: 786-0. Synergy scores: CSS=52.1, Synergy_ZIP=1.83, Synergy_Bliss=-2.67, Synergy_Loewe=-23.1, Synergy_HSA=-4.37. (2) Drug 1: CC1=CC=C(C=C1)C2=CC(=NN2C3=CC=C(C=C3)S(=O)(=O)N)C(F)(F)F. Drug 2: C1C(C(OC1N2C=C(C(=O)NC2=O)F)CO)O. Cell line: CCRF-CEM. Synergy scores: CSS=62.7, Synergy_ZIP=11.5, Synergy_Bliss=12.8, Synergy_Loewe=-5.40, Synergy_HSA=13.4. (3) Drug 1: COC1=C(C=C2C(=C1)N=CN=C2NC3=CC(=C(C=C3)F)Cl)OCCCN4CCOCC4. Drug 2: CN(C)C1=NC(=NC(=N1)N(C)C)N(C)C. Synergy scores: CSS=41.0, Synergy_ZIP=0.656, Synergy_Bliss=-0.497, Synergy_Loewe=-20.3, Synergy_HSA=-1.65. Cell line: NCI-H322M.